This data is from Retrosynthesis with 50K atom-mapped reactions and 10 reaction types from USPTO. The task is: Predict the reactants needed to synthesize the given product. (1) The reactants are: COc1ccc(N)cc1.Cc1cc(Cl)nc(SCC#N)n1. Given the product COc1ccc(Nc2cc(C)nc(SCC#N)n2)cc1, predict the reactants needed to synthesize it. (2) Given the product CC[C@H](C)[C@@H]([C@@H](CC(=O)N1CCC[C@H]1[C@H](OC)[C@@H](C)C(=O)N[C@@H](Cc1ccccc1)c1nccs1)OC)N(C)C(=O)[C@@H](NC(=O)C1(N)CCCCC1)C(C)C, predict the reactants needed to synthesize it. The reactants are: CC[C@H](C)[C@@H]([C@@H](CC(=O)N1CCC[C@H]1[C@H](OC)[C@@H](C)C(=O)N[C@@H](Cc1ccccc1)c1nccs1)OC)N(C)C(=O)[C@@H](N)C(C)C.NC1(C(=O)O)CCCCC1. (3) Given the product CC(Cl)CCC(=O)NN=C(c1ccccc1)c1ccccc1, predict the reactants needed to synthesize it. The reactants are: CC(Cl)CCC(=O)Cl.NN=C(c1ccccc1)c1ccccc1.